From a dataset of Full USPTO retrosynthesis dataset with 1.9M reactions from patents (1976-2016). Predict the reactants needed to synthesize the given product. (1) Given the product [CH:1]1([CH:7]([NH:20][C:21]2[CH:30]=[CH:29][C:24]([C:25]([OH:27])=[O:26])=[CH:23][CH:22]=2)[C:8]2[N:12]([CH3:13])[C:11]3[CH:14]=[C:15]([O:18][CH3:19])[CH:16]=[CH:17][C:10]=3[N:9]=2)[CH2:6][CH2:5][CH2:4][CH2:3][CH2:2]1, predict the reactants needed to synthesize it. The reactants are: [CH:1]1([CH:7]([NH:20][C:21]2[CH:30]=[CH:29][C:24]([C:25]([O:27]C)=[O:26])=[CH:23][CH:22]=2)[C:8]2[N:12]([CH3:13])[C:11]3[CH:14]=[C:15]([O:18][CH3:19])[CH:16]=[CH:17][C:10]=3[N:9]=2)[CH2:6][CH2:5][CH2:4][CH2:3][CH2:2]1.O1CCCC1.[OH-].[Na+]. (2) Given the product [CH2:48]([O:47][P:45]([O:51][CH2:52][C:53]1[CH:57]=[CH:56][S:55][C:54]=1[C:58]([O:38][C@:9]([C:3]1[CH:4]=[CH:5][C:6]([F:8])=[CH:7][C:2]=1[F:1])([CH2:32][N:33]1[CH:37]=[N:36][CH:35]=[N:34]1)[C@H:10]([S:12][C@@H:13]1[CH2:18][O:17][C@@H:16](/[CH:19]=[CH:20]/[CH:21]=[CH:22]/[C:23]2[CH:30]=[CH:29][C:26]([C:27]#[N:28])=[CH:25][C:24]=2[F:31])[O:15][CH2:14]1)[CH3:11])=[O:59])([O:44][CH2:41][CH:42]=[CH2:43])=[O:46])[CH:49]=[CH2:50], predict the reactants needed to synthesize it. The reactants are: [F:1][C:2]1[CH:7]=[C:6]([F:8])[CH:5]=[CH:4][C:3]=1[C@@:9]([OH:38])([CH2:32][N:33]1[CH:37]=[N:36][CH:35]=[N:34]1)[C@H:10]([S:12][C@@H:13]1[CH2:18][O:17][C@@H:16](/[CH:19]=[CH:20]/[CH:21]=[CH:22]/[C:23]2[CH:30]=[CH:29][C:26]([C:27]#[N:28])=[CH:25][C:24]=2[F:31])[O:15][CH2:14]1)[CH3:11].[H-].[Na+].[CH2:41]([O:44][P:45]([O:51][CH2:52][C:53]1[CH:57]=[CH:56][S:55][C:54]=1[C:58](Cl)=[O:59])([O:47][CH2:48][CH:49]=[CH2:50])=[O:46])[CH:42]=[CH2:43].P([O-])([O-])([O-])=O. (3) Given the product [Cl:32][C:8]1[CH:7]=[C:6]([C:12]2[C:20]3[C:15](=[CH:16][CH:17]=[C:18]([CH3:21])[CH:19]=3)[N:14]([CH2:26][C:27]([OH:29])=[O:28])[C:13]=2[CH3:22])[C:5]2[C:10](=[CH:11][CH:2]=[CH:3][CH:4]=2)[N:9]=1, predict the reactants needed to synthesize it. The reactants are: Cl[C:2]1[CH:11]=[C:10]2[C:5]([C:6]([C:12]3[C:20]4[C:15](=[CH:16][CH:17]=[C:18]([CH3:21])[CH:19]=4)[NH:14][C:13]=3[CH3:22])=[CH:7][CH:8]=[N:9]2)=[CH:4][CH:3]=1.[H-].[Na+].Br[CH2:26][C:27]([O:29]CC)=[O:28].[ClH:32]. (4) Given the product [Cl:1][C:2]1[C:3]2[CH:10]=[C:9]([C:11]3[C:20]4[C:15](=[CH:16][CH:17]=[CH:18][CH:19]=4)[CH:14]=[CH:13][CH:12]=3)[NH:8][C:4]=2[N:5]=[CH:6][N:7]=1, predict the reactants needed to synthesize it. The reactants are: [Cl:1][C:2]1[C:3]2[CH:10]=[C:9]([C:11]3[C:20]4[C:15](=[CH:16][CH:17]=[CH:18][CH:19]=4)[CH:14]=[CH:13][CH:12]=3)[N:8](S(C3C=CC=CC=3)(=O)=O)[C:4]=2[N:5]=[CH:6][N:7]=1.[OH-].[Na+]. (5) Given the product [CH2:1]([C:5]1[CH:15]=[CH:14][C:8]2[CH:9]=[C:10]([CH:12]=[O:13])[O:11][C:7]=2[CH:6]=1)[CH2:2][CH2:3][CH3:4], predict the reactants needed to synthesize it. The reactants are: [CH2:1]([C:5]1[CH:15]=[CH:14][C:8]2[CH:9]=[C:10]([CH2:12][OH:13])[O:11][C:7]=2[CH:6]=1)[CH2:2][CH2:3][CH3:4].CC(OI1(OC(C)=O)(OC(C)=O)OC(=O)C2C=CC=CC1=2)=O.C(=O)(O)[O-].[Na+].